Dataset: Forward reaction prediction with 1.9M reactions from USPTO patents (1976-2016). Task: Predict the product of the given reaction. (1) The product is: [CH3:33][N:32]([CH3:34])[C:23]1([C:26]2[CH:27]=[CH:28][CH:29]=[CH:30][CH:31]=2)[CH2:22][CH2:21][C:17]2([CH2:16][NH:15][C:19](=[O:20])[CH2:18]2)[CH2:25][CH2:24]1. Given the reactants FC(F)(F)C(O)=O.C(OC([N:15]1[C:19](=[O:20])[CH2:18][C:17]2([CH2:25][CH2:24][C:23]([N:32]([CH3:34])[CH3:33])([C:26]3[CH:31]=[CH:30][CH:29]=[CH:28][CH:27]=3)[CH2:22][CH2:21]2)[CH2:16]1)=O)(C)(C)C, predict the reaction product. (2) Given the reactants [CH2:1]([C:8]1[NH:12][N:11]=[C:10]([C:13]2[S:17][C:16]([C:18]([OH:20])=O)=[C:15]([CH3:21])[CH:14]=2)[N:9]=1)[C:2]1[CH:7]=[CH:6][CH:5]=[CH:4][CH:3]=1.ON1C2C=CC=CC=2N=N1.Cl.C(N=C=NCCCN(C)C)C.C(N(CC)C(C)C)(C)C.[NH2:53][CH2:54][C:55]1[CH:56]=[N:57][CH:58]=[CH:59][CH:60]=1, predict the reaction product. The product is: [CH2:1]([C:8]1[NH:12][N:11]=[C:10]([C:13]2[S:17][C:16]([C:18]([NH:53][CH2:54][C:55]3[CH:56]=[N:57][CH:58]=[CH:59][CH:60]=3)=[O:20])=[C:15]([CH3:21])[CH:14]=2)[N:9]=1)[C:2]1[CH:3]=[CH:4][CH:5]=[CH:6][CH:7]=1. (3) The product is: [CH2:1]([O:3][C:4]([CH:5]1[CH2:16][CH:18]([S:20]([C:23]2[CH:28]=[CH:27][CH:26]=[CH:25][C:24]=2[C:29]([F:30])([F:32])[F:31])(=[O:21])=[O:22])[CH2:19][N:6]1[C:7]1[CH:12]=[CH:11][CH:10]=[C:9]([C:13]#[N:14])[CH:8]=1)=[O:15])[CH3:2]. Given the reactants [CH2:1]([O:3][C:4](=[O:15])[CH2:5][NH:6][C:7]1[CH:12]=[CH:11][CH:10]=[C:9]([C:13]#[N:14])[CH:8]=1)[CH3:2].[CH2:16]=O.[CH:18]([S:20]([C:23]1[CH:28]=[CH:27][CH:26]=[CH:25][C:24]=1[C:29]([F:32])([F:31])[F:30])(=[O:22])=[O:21])=[CH2:19], predict the reaction product.